Dataset: Forward reaction prediction with 1.9M reactions from USPTO patents (1976-2016). Task: Predict the product of the given reaction. Given the reactants [Br:1][C:2]1[CH:3]=[CH:4][C:5]([C:8](Cl)=[N:9][OH:10])=[N:6][CH:7]=1.[CH:12]([C:14]1([OH:19])[CH2:18][CH2:17][S:16][CH2:15]1)=[CH2:13].C(N(CC)CC)C, predict the reaction product. The product is: [Br:1][C:2]1[CH:3]=[CH:4][C:5]([C:8]2[CH2:13][CH:12]([C:14]3([OH:19])[CH2:18][CH2:17][S:16][CH2:15]3)[O:10][N:9]=2)=[N:6][CH:7]=1.